From a dataset of Reaction yield outcomes from USPTO patents with 853,638 reactions. Predict the reaction yield, written as a fraction of the theoretical maximum amount of product (1.0 means a 100% yield; for example, 0.34 means a 34% yield). The reactants are [CH3:1][C@H:2]1[CH2:7][C@@H:6]([OH:8])[C@H:5]([C:9]([CH3:11])=[CH2:10])[CH2:4][CH2:3]1.[C:12](O)(=[O:16])[C@H:13]([CH3:15])[OH:14]. The catalyst is CCCCCCC.C1(C)C=CC(S(O)(=O)=O)=CC=1. The product is [OH:14][CH:13]([CH3:15])[C:12]([O:8][C@@H:6]1[CH2:7][C@H:2]([CH3:1])[CH2:3][CH2:4][C@H:5]1[C:9]([CH3:11])=[CH2:10])=[O:16]. The yield is 0.480.